This data is from Catalyst prediction with 721,799 reactions and 888 catalyst types from USPTO. The task is: Predict which catalyst facilitates the given reaction. (1) Product: [I:1][C:2]1[CH:7]=[C:6]([N+:8]([O-:10])=[O:9])[CH:5]=[CH:4][C:3]=1[C:16]#[N:17]. The catalyst class is: 126. Reactant: [I:1][C:2]1[CH:7]=[C:6]([N+:8]([O-:10])=[O:9])[CH:5]=[CH:4][C:3]=1N.N([O-])=O.[Na+].[C-:16]#[N:17].[K+]. (2) Reactant: CCN(S(F)(F)[F:7])CC.O[C:11]([C:14]1[CH:32]=[C:17]2[C:18]([C:24]3[CH:25]([CH3:31])[CH2:26][C:27](=[O:30])[NH:28][N:29]=3)=[CH:19][CH:20]=[C:21]([O:22][CH3:23])[N:16]2[N:15]=1)([CH3:13])[CH3:12]. Product: [F:7][C:11]([C:14]1[CH:32]=[C:17]2[C:18]([C:24]3[CH:25]([CH3:31])[CH2:26][C:27](=[O:30])[NH:28][N:29]=3)=[CH:19][CH:20]=[C:21]([O:22][CH3:23])[N:16]2[N:15]=1)([CH3:13])[CH3:12]. The catalyst class is: 22. (3) Product: [OH:4][CH2:3][C:2]([NH:1][C:17]([C:15]1[S:16][C:12]([Cl:11])=[CH:13][CH:14]=1)=[O:18])([CH2:8][O:9][CH3:10])[CH2:5][O:6][CH3:7]. Reactant: [NH2:1][C:2]([CH2:8][O:9][CH3:10])([CH2:5][O:6][CH3:7])[CH2:3][OH:4].[Cl:11][C:12]1[S:16][C:15]([C:17](Cl)=[O:18])=[CH:14][CH:13]=1. The catalyst class is: 1.